This data is from Catalyst prediction with 721,799 reactions and 888 catalyst types from USPTO. The task is: Predict which catalyst facilitates the given reaction. (1) Reactant: [Cl:1][C:2]1[N:7]=[C:6]([NH:8][CH:9]([CH2:12][CH3:13])[CH2:10][CH3:11])[C:5]([NH2:14])=[CH:4][N:3]=1.CN([CH:18]=[O:19])C.C(N1C=CN=C1)(N1C=CN=C1)=O. Product: [Cl:1][C:2]1[N:7]=[C:6]2[C:5]([NH:14][C:18](=[O:19])[N:8]2[CH:9]([CH2:12][CH3:13])[CH2:10][CH3:11])=[CH:4][N:3]=1. The catalyst class is: 25. (2) Reactant: [CH2:1]([O:3][C:4]([C:6]1[NH:7][C:8](=[S:11])[NH:9][CH:10]=1)=[O:5])[CH3:2].Cl[CH2:13][C:14](=O)[CH3:15].O=P(Cl)(Cl)Cl. Product: [CH2:1]([O:3][C:4]([C:6]1[N:7]=[C:8]2[N:9]([CH:10]=1)[C:14]([CH3:15])=[CH:13][S:11]2)=[O:5])[CH3:2]. The catalyst class is: 14. (3) Reactant: [C:1]([C:3]1[C:4]([CH2:22][C:23]([CH3:26])([CH3:25])[CH3:24])=[N:5][C:6]([CH2:20][CH3:21])=[C:7]([C:12]=1[C:13]1[CH:18]=[CH:17][C:16]([CH3:19])=[CH:15][CH:14]=1)[C:8]([O:10][CH3:11])=[O:9])#[N:2].N. Product: [NH2:2][CH2:1][C:3]1[C:4]([CH2:22][C:23]([CH3:24])([CH3:26])[CH3:25])=[N:5][C:6]([CH2:20][CH3:21])=[C:7]([C:12]=1[C:13]1[CH:14]=[CH:15][C:16]([CH3:19])=[CH:17][CH:18]=1)[C:8]([O:10][CH3:11])=[O:9]. The catalyst class is: 227. (4) Reactant: Br[C:2]1[CH:7]=[C:6]([O:8][CH3:9])[C:5]([O:10][CH3:11])=[CH:4][C:3]=1[N+:12]([O-:14])=[O:13].C(=O)([O-])[O-].[K+].[K+].[C:21](B1OC(C)(C)C(C)(C)O1)([CH3:23])=[CH2:22]. Product: [C:21]([C:2]1[CH:7]=[C:6]([O:8][CH3:9])[C:5]([O:10][CH3:11])=[CH:4][C:3]=1[N+:12]([O-:14])=[O:13])([CH3:23])=[CH2:22]. The catalyst class is: 77.